From a dataset of Catalyst prediction with 721,799 reactions and 888 catalyst types from USPTO. Predict which catalyst facilitates the given reaction. (1) Reactant: Cl.[Cl:2][C:3]1[CH:8]=[CH:7][C:6]([C:9]2[CH:14]=[CH:13][CH:12]=[C:11]([NH2:15])[CH:10]=2)=[CH:5][CH:4]=1.[C:16]([O:20][C:21]([N:23]1[CH2:27][CH2:26][CH2:25][CH:24]1[C:28](O)=[O:29])=[O:22])([CH3:19])([CH3:18])[CH3:17].CN(C(ON1N=NC2C=CC=NC1=2)=[N+](C)C)C.F[P-](F)(F)(F)(F)F.CCN(C(C)C)C(C)C. Product: [C:16]([O:20][C:21]([N:23]1[CH2:27][CH2:26][CH2:25][CH:24]1[C:28](=[O:29])[NH:15][C:11]1[CH:10]=[C:9]([C:6]2[CH:5]=[CH:4][C:3]([Cl:2])=[CH:8][CH:7]=2)[CH:14]=[CH:13][CH:12]=1)=[O:22])([CH3:19])([CH3:18])[CH3:17]. The catalyst class is: 39. (2) Reactant: [CH2:1]([N:8]1[C:16]2[C:11](=[CH:12][CH:13]=[CH:14][C:15]=2Br)[CH:10]=[CH:9]1)[C:2]1[CH:7]=[CH:6][CH:5]=[CH:4][CH:3]=1.[F:18][C:19]([F:31])([F:30])[O:20][C:21]1[CH:26]=[CH:25][C:24](B(O)O)=[CH:23][CH:22]=1.ClCCl.C(=O)([O-])[O-].[K+].[K+]. Product: [CH2:1]([N:8]1[C:16]2[C:11](=[CH:12][CH:13]=[CH:14][C:15]=2[C:24]2[CH:23]=[CH:22][C:21]([O:20][C:19]([F:18])([F:30])[F:31])=[CH:26][CH:25]=2)[CH:10]=[CH:9]1)[C:2]1[CH:7]=[CH:6][CH:5]=[CH:4][CH:3]=1. The catalyst class is: 117.